This data is from Peptide-MHC class II binding affinity with 134,281 pairs from IEDB. The task is: Regression. Given a peptide amino acid sequence and an MHC pseudo amino acid sequence, predict their binding affinity value. This is MHC class II binding data. The peptide sequence is KIEIDQDHQEEICEV. The MHC is HLA-DQA10301-DQB10302 with pseudo-sequence HLA-DQA10301-DQB10302. The binding affinity (normalized) is 0.320.